Dataset: Forward reaction prediction with 1.9M reactions from USPTO patents (1976-2016). Task: Predict the product of the given reaction. (1) Given the reactants [CH3:1][C:2]1[CH:3]=[C:4]([C:8](=O)[CH2:9][CH2:10][CH3:11])[CH:5]=[N:6][CH:7]=1.C([O-])=O.[NH4+:16].Cl, predict the reaction product. The product is: [CH3:1][C:2]1[CH:3]=[C:4]([CH2:8][CH2:9][CH2:10][CH2:11][NH2:16])[CH:5]=[N:6][CH:7]=1. (2) Given the reactants [CH2:1]([NH:8][C:9]1[C:14]([CH3:15])=[C:13]([CH3:16])[N:12]=[C:11](Cl)[C:10]=1[N+:18]([O-:20])=[O:19])[C:2]1[CH:7]=[CH:6][CH:5]=[CH:4][CH:3]=1.C(N(C(C)C)CC)(C)C.[CH2:30]([NH:33][CH2:34][CH:35]=[CH2:36])[CH:31]=[CH2:32], predict the reaction product. The product is: [CH2:30]([N:33]([CH2:34][CH:35]=[CH2:36])[C:11]1[C:10]([N+:18]([O-:20])=[O:19])=[C:9]([NH:8][CH2:1][C:2]2[CH:7]=[CH:6][CH:5]=[CH:4][CH:3]=2)[C:14]([CH3:15])=[C:13]([CH3:16])[N:12]=1)[CH:31]=[CH2:32]. (3) Given the reactants [CH3:1][O:2][C:3]1[CH:8]=[CH:7][C:6](B(O)O)=[CH:5][CH:4]=1.Br[C:13]1[CH:18]=[CH:17][C:16]([CH:19]([C:24]([O:26][CH3:27])=[O:25])[C:20]([O:22][CH3:23])=[O:21])=[C:15]([N+:28]([O-:30])=[O:29])[CH:14]=1.C(=O)([O-])[O-].[Na+].[Na+], predict the reaction product. The product is: [CH3:1][O:2][C:3]1[CH:8]=[CH:7][C:6]([C:13]2[CH:18]=[CH:17][C:16]([CH:19]([C:24]([O:26][CH3:27])=[O:25])[C:20]([O:22][CH3:23])=[O:21])=[C:15]([N+:28]([O-:30])=[O:29])[CH:14]=2)=[CH:5][CH:4]=1. (4) Given the reactants [CH3:1][O:2]/[N:3]=[C:4](\[C:15]1[CH:20]=[CH:19][CH:18]=[CH:17][CH:16]=1)/[CH2:5][O:6][C:7]1[CH:12]=[CH:11][C:10]([CH2:13][OH:14])=[CH:9][CH:8]=1.[C:21]([CH:23]([C:29]1[CH:34]=[CH:33][C:32](O)=[CH:31][CH:30]=1)[CH2:24][C:25]([O:27]C)=[O:26])#[N:22], predict the reaction product. The product is: [C:21]([CH:23]([C:29]1[CH:34]=[CH:33][C:32]([O:14][CH2:13][C:10]2[CH:11]=[CH:12][C:7]([O:6][CH2:5]/[C:4](=[N:3]/[O:2][CH3:1])/[C:15]3[CH:20]=[CH:19][CH:18]=[CH:17][CH:16]=3)=[CH:8][CH:9]=2)=[CH:31][CH:30]=1)[CH2:24][C:25]([OH:27])=[O:26])#[N:22]. (5) Given the reactants [CH3:1][N:2]1[C:6]2[CH:7]=[CH:8][C:9]([C:11]([NH:13][CH2:14][C:15]([OH:17])=O)=[O:12])=[CH:10][C:5]=2[N:4]=[C:3]1[NH:18][C:19]1[S:20][C:21]2[CH:27]=[C:26]([O:28][C:29]([F:32])([F:31])[F:30])[CH:25]=[CH:24][C:22]=2[N:23]=1.[NH:33]1[CH2:38][CH2:37][CH:36]([CH2:39][OH:40])[CH2:35][CH2:34]1.CN(C(ON1N=NC2C=CC=CC1=2)=[N+](C)C)C.F[P-](F)(F)(F)(F)F.CCN(C(C)C)C(C)C, predict the reaction product. The product is: [OH:40][CH2:39][CH:36]1[CH2:37][CH2:38][N:33]([C:15](=[O:17])[CH2:14][NH:13][C:11]([C:9]2[CH:8]=[CH:7][C:6]3[N:2]([CH3:1])[C:3]([NH:18][C:19]4[S:20][C:21]5[CH:27]=[C:26]([O:28][C:29]([F:31])([F:32])[F:30])[CH:25]=[CH:24][C:22]=5[N:23]=4)=[N:4][C:5]=3[CH:10]=2)=[O:12])[CH2:34][CH2:35]1. (6) Given the reactants [CH2:1]([O:8][C:9]1[C:10]([C:32](O)=[O:33])=[N:11][C:12]([CH2:16][C:17]2([C:22]3[CH:31]=[CH:30][C:29]4[C:24](=[CH:25][CH:26]=[CH:27][CH:28]=4)[CH:23]=3)[CH2:21][CH2:20][CH2:19][CH2:18]2)=[N:13][C:14]=1[OH:15])[C:2]1[CH:7]=[CH:6][CH:5]=[CH:4][CH:3]=1.[Si:35]([O:42][CH2:43][CH2:44][NH:45][CH:46]([CH3:48])[CH3:47])([C:38]([CH3:41])([CH3:40])[CH3:39])([CH3:37])[CH3:36].[Si](OCCN(C(C)C)C(C1C(OCC2C=CC=CC=2)=C(O)N=C(CC2(C3C=C(Cl)C=CC=3Cl)CCCC2)N=1)=O)(C(C)(C)C)(C)C, predict the reaction product. The product is: [Si:35]([O:42][CH2:43][CH2:44][N:45]([CH:46]([CH3:48])[CH3:47])[C:32]([C:10]1[C:9]([O:8][CH2:1][C:2]2[CH:3]=[CH:4][CH:5]=[CH:6][CH:7]=2)=[C:14]([OH:15])[N:13]=[C:12]([CH2:16][C:17]2([C:22]3[CH:31]=[CH:30][C:29]4[C:24](=[CH:25][CH:26]=[CH:27][CH:28]=4)[CH:23]=3)[CH2:21][CH2:20][CH2:19][CH2:18]2)[N:11]=1)=[O:33])([C:38]([CH3:41])([CH3:40])[CH3:39])([CH3:37])[CH3:36]. (7) Given the reactants [CH3:1][O:2][C:3]1[CH:4]=[C:5]([CH:32]=[CH:33][C:34]=1[O:35][CH3:36])[CH2:6][CH:7]1[C:13]2[CH:14]=[C:15]([O:20][CH3:21])[C:16]([O:18][CH3:19])=[CH:17][C:12]=2[CH2:11][CH2:10][CH2:9][N:8]1[CH:22]([C:26]1[CH:31]=[CH:30][CH:29]=[CH:28][CH:27]=1)[C:23]([OH:25])=O.[CH2:37]([NH2:43])[C:38]1[O:42][CH:41]=[CH:40][CH:39]=1, predict the reaction product. The product is: [CH3:1][O:2][C:3]1[CH:4]=[C:5]([CH:32]=[CH:33][C:34]=1[O:35][CH3:36])[CH2:6][CH:7]1[C:13]2[CH:14]=[C:15]([O:20][CH3:21])[C:16]([O:18][CH3:19])=[CH:17][C:12]=2[CH2:11][CH2:10][CH2:9][N:8]1[CH:22]([C:26]1[CH:27]=[CH:28][CH:29]=[CH:30][CH:31]=1)[C:23]([NH:43][CH2:37][C:38]1[O:42][CH:41]=[CH:40][CH:39]=1)=[O:25]. (8) The product is: [NH:11]1[C:15]2[CH:16]=[CH:17][CH:18]=[CH:19][C:14]=2[N:13]=[C:12]1[C@H:8]([NH:9][C:10]([NH:23][CH:24]1[CH2:29][CH2:28][NH:27][C:26](=[O:30])[CH2:25]1)=[O:20])[CH2:7][C:6]1[CH:21]=[CH:22][C:3]([O:2][CH3:1])=[CH:4][CH:5]=1. Given the reactants [CH3:1][O:2][C:3]1[CH:22]=[CH:21][C:6]([CH2:7][C@@H:8]2[C:12]3=[N:13][C:14]4[CH:19]=[CH:18][CH:17]=[CH:16][C:15]=4[N:11]3[C:10](=[O:20])[NH:9]2)=[CH:5][CH:4]=1.[NH2:23][CH:24]1[CH2:29][CH2:28][NH:27][C:26](=[O:30])[CH2:25]1.C(O)(C(F)(F)F)=O, predict the reaction product. (9) Given the reactants [F:1][C:2]1[CH:7]=[CH:6][C:5]([C:8]2[C:9]([C:31]3[CH:36]=[CH:35][N:34]=[CH:33][CH:32]=3)=[N:10][N:11]3[C:16]([C:17]4[CH:22]=[CH:21][C:20]([N:23]5[CH2:28][C@@H:27]6[CH2:29][C@H:24]5[CH2:25][N:26]6[CH3:30])=[CH:19][CH:18]=4)=[CH:15][CH:14]=[N:13][C:12]=23)=[CH:4][C:3]=1[O:37]C.B(Br)(Br)Br, predict the reaction product. The product is: [F:1][C:2]1[CH:7]=[CH:6][C:5]([C:8]2[C:9]([C:31]3[CH:32]=[CH:33][N:34]=[CH:35][CH:36]=3)=[N:10][N:11]3[C:16]([C:17]4[CH:18]=[CH:19][C:20]([N:23]5[CH2:28][C@@H:27]6[CH2:29][C@H:24]5[CH2:25][N:26]6[CH3:30])=[CH:21][CH:22]=4)=[CH:15][CH:14]=[N:13][C:12]=23)=[CH:4][C:3]=1[OH:37]. (10) Given the reactants [CH3:1][O:2][C:3]1[CH:4]=[C:5]2[C:10](=[CH:11][C:12]=1[O:13][CH3:14])[C:9]([CH3:15])=[N:8][C:7]([OH:16])=[CH:6]2.[OH-].[K+].Br[CH2:20][C:21]1[CH:26]=[CH:25][C:24]([O:27][C:28]2[CH:33]=[CH:32][CH:31]=[CH:30][CH:29]=2)=[CH:23][CH:22]=1, predict the reaction product. The product is: [CH3:1][O:2][C:3]1[CH:4]=[C:5]2[C:10](=[CH:11][C:12]=1[O:13][CH3:14])[C:9]([CH3:15])=[N:8][C:7]([OH:16])=[C:6]2[CH2:20][C:21]1[CH:26]=[CH:25][C:24]([O:27][C:28]2[CH:29]=[CH:30][CH:31]=[CH:32][CH:33]=2)=[CH:23][CH:22]=1.